Task: Predict the reactants needed to synthesize the given product.. Dataset: Full USPTO retrosynthesis dataset with 1.9M reactions from patents (1976-2016) (1) Given the product [F:1][CH:2]1[CH2:7][CH2:6][N:5]([S:8]([C:11]2[CH:16]=[CH:15][C:14]([NH2:17])=[CH:13][CH:12]=2)(=[O:10])=[O:9])[CH2:4][CH2:3]1, predict the reactants needed to synthesize it. The reactants are: [F:1][CH:2]1[CH2:7][CH2:6][N:5]([S:8]([C:11]2[CH:16]=[CH:15][C:14]([N+:17]([O-])=O)=[CH:13][CH:12]=2)(=[O:10])=[O:9])[CH2:4][CH2:3]1.CO.[BH4-].[Na+]. (2) Given the product [Cl:15][C:12]1[CH:13]=[CH:14][C:6]([NH:5][C:3](=[O:4])[CH2:2][N:35]([CH3:36])[CH3:34])=[C:7]2[C:11]=1[CH2:10][N:9]([C@@H:16]([C:22]1[CH:27]=[CH:26][C:25]([O:28][CH3:29])=[C:24]([O:30][CH2:31][CH3:32])[CH:23]=1)[CH2:17][S:18]([CH3:21])(=[O:19])=[O:20])[C:8]2=[O:33], predict the reactants needed to synthesize it. The reactants are: Cl[CH2:2][C:3]([NH:5][C:6]1[CH:14]=[CH:13][C:12]([Cl:15])=[C:11]2[C:7]=1[C:8](=[O:33])[N:9]([C@@H:16]([C:22]1[CH:27]=[CH:26][C:25]([O:28][CH3:29])=[C:24]([O:30][CH2:31][CH3:32])[CH:23]=1)[CH2:17][S:18]([CH3:21])(=[O:20])=[O:19])[CH2:10]2)=[O:4].[CH3:34][NH:35][CH3:36].Cl. (3) Given the product [C:1]([C:5]1[CH:10]=[CH:9][C:8]([C:11]([C:13]2[CH:18]=[CH:17][C:16]([C:19]([CH3:22])([CH3:21])[CH3:20])=[CH:15][CH:14]=2)=[CH:25][C:23]#[N:24])=[CH:7][CH:6]=1)([CH3:4])([CH3:3])[CH3:2], predict the reactants needed to synthesize it. The reactants are: [C:1]([C:5]1[CH:10]=[CH:9][C:8]([C:11]([C:13]2[CH:18]=[CH:17][C:16]([C:19]([CH3:22])([CH3:21])[CH3:20])=[CH:15][CH:14]=2)=O)=[CH:7][CH:6]=1)([CH3:4])([CH3:3])[CH3:2].[C:23]([CH2:25]P(=O)(OCC)OCC)#[N:24].[H-].[Na+].